Dataset: Forward reaction prediction with 1.9M reactions from USPTO patents (1976-2016). Task: Predict the product of the given reaction. (1) Given the reactants [CH3:1][C:2]1[N:3]([CH2:29][C:30]([O:32]CC)=[O:31])[C:4]2[CH2:5][C:6]([CH3:28])([CH3:27])[CH2:7][C:8](=[O:26])[C:9]=2[C:10]=1[CH2:11][C:12]1[CH:17]=[CH:16][C:15]([S:18]([N:21]2[CH2:25][CH2:24][CH2:23][CH2:22]2)(=[O:20])=[O:19])=[CH:14][CH:13]=1.[OH-].[Na+], predict the reaction product. The product is: [CH3:1][C:2]1[N:3]([CH2:29][C:30]([OH:32])=[O:31])[C:4]2[CH2:5][C:6]([CH3:28])([CH3:27])[CH2:7][C:8](=[O:26])[C:9]=2[C:10]=1[CH2:11][C:12]1[CH:17]=[CH:16][C:15]([S:18]([N:21]2[CH2:25][CH2:24][CH2:23][CH2:22]2)(=[O:20])=[O:19])=[CH:14][CH:13]=1. (2) The product is: [CH3:2][C:3]1[CH:4]=[C:5]([CH2:12][C:13]([NH2:14])=[S:1])[CH:6]=[CH:7][C:8]=1[N+:9]([O-:11])=[O:10]. Given the reactants [SH2:1].[CH3:2][C:3]1[CH:4]=[C:5]([CH2:12][C:13]#[N:14])[CH:6]=[CH:7][C:8]=1[N+:9]([O-:11])=[O:10], predict the reaction product. (3) Given the reactants N([O-])=O.[Na+].N[C:6]1[C:7]([CH3:15])=[C:8]([CH:12]=[CH:13][CH:14]=1)[C:9]([OH:11])=[O:10].S(=O)(=O)(O)[OH:17], predict the reaction product. The product is: [OH:17][C:6]1[C:7]([CH3:15])=[C:8]([CH:12]=[CH:13][CH:14]=1)[C:9]([OH:11])=[O:10]. (4) Given the reactants C1(P(C2C=CC=CC=2)C2C=CC=CC=2)C=CC=CC=1.N1C=CN=C1.[I:25]I.[C:27]([O:31][C:32]([NH:34][CH2:35][CH2:36][CH2:37][CH2:38]O)=[O:33])([CH3:30])([CH3:29])[CH3:28], predict the reaction product. The product is: [C:27]([O:31][C:32]([NH:34][CH2:35][CH2:36][CH2:37][CH2:38][I:25])=[O:33])([CH3:30])([CH3:29])[CH3:28].